This data is from Forward reaction prediction with 1.9M reactions from USPTO patents (1976-2016). The task is: Predict the product of the given reaction. Given the reactants [NH2:1][C:2]1[N:6]([CH3:7])[C:5](=[O:8])[C:4]([C:19]2[CH:24]=[CH:23][C:22]([O:25][CH:26]([F:28])[F:27])=[C:21]([CH3:29])[CH:20]=2)([C:9]2[CH:14]=[CH:13][CH:12]=[C:11]([C:15]#[C:16][CH2:17][F:18])[CH:10]=2)[N:3]=1.BrC1C=C(C(=O)C(C2C=CC(OC(F)F)=C(C3CC3)C=2)=O)C=CC=1[F:37].C(O)[C:56]#[CH:57], predict the reaction product. The product is: [NH2:1][C:2]1[N:6]([CH3:7])[C:5](=[O:8])[C:4]([C:19]2[CH:24]=[CH:23][C:22]([O:25][CH:26]([F:28])[F:27])=[C:21]([CH:29]3[CH2:57][CH2:56]3)[CH:20]=2)([C:9]2[CH:14]=[CH:13][C:12]([F:37])=[C:11]([C:15]#[C:16][CH2:17][F:18])[CH:10]=2)[N:3]=1.